From a dataset of Catalyst prediction with 721,799 reactions and 888 catalyst types from USPTO. Predict which catalyst facilitates the given reaction. (1) Reactant: CO[C:3](=[O:14])[C:4]1[C:9]([Cl:10])=[CH:8][C:7]([Cl:11])=[CH:6][C:5]=1[CH2:12]Br.Cl.[CH3:16][C:17]1([CH3:35])[CH2:22][CH2:21][N:20]([CH2:23][CH2:24][O:25][C:26]2[CH:27]=[C:28]([NH2:34])[CH:29]=[CH:30][C:31]=2[O:32][CH3:33])[CH2:19][CH2:18]1.C([O-])(O)=O.[Na+]. The catalyst class is: 3. Product: [ClH:10].[Cl:11][C:7]1[CH:6]=[C:5]2[C:4](=[C:9]([Cl:10])[CH:8]=1)[C:3](=[O:14])[N:34]([C:28]1[CH:29]=[CH:30][C:31]([O:32][CH3:33])=[C:26]([O:25][CH2:24][CH2:23][N:20]3[CH2:19][CH2:18][C:17]([CH3:35])([CH3:16])[CH2:22][CH2:21]3)[CH:27]=1)[CH2:12]2. (2) Reactant: Cl[C:2]1[N:10]=[C:9]2[C:5]([N:6]=[C:7](C3C=CC=C4C=3C=CN4)[NH:8]2)=[C:4]([N:20]2[CH2:25][CH2:24][O:23][CH2:22][C@H:21]2C)[N:3]=1.[O:27]1[CH2:33][CH2:32][CH2:31][NH:30][CH2:29][CH2:28]1.[CH3:34]CN(C(C)C)C(C)C.O. Product: [CH3:34][C@@H:28]1[O:27][C@H:33]([CH3:32])[CH2:31][N:30]([C:2]2[N:10]=[C:9]3[C:5]([N:6]=[CH:7][NH:8]3)=[C:4]([N:20]3[CH2:21][CH2:22][O:23][CH2:24][CH2:25]3)[N:3]=2)[CH2:29]1. The catalyst class is: 51. (3) Reactant: O[CH2:2][C@H:3]1[CH2:7][S:6][C:5](=[O:8])[N:4]1[CH2:9][CH2:10][CH2:11][CH2:12][CH2:13][CH2:14][C:15]([O:17][CH2:18][CH3:19])=[O:16].CC(OI1(OC(C)=O)(OC(C)=O)O[C:31](=O)[C:30]2[CH:29]=[CH:28][CH:27]=[CH:26][C:25]1=2)=O.[H-].[Na+].C1C[O:47][CH2:46][CH2:45]1. Product: [O:8]=[C:5]1[N:4]([CH2:9][CH2:10][CH2:11][CH2:12][CH2:13][CH2:14][C:15]([O:17][CH2:18][CH3:19])=[O:16])[C@@H:3](/[CH:2]=[CH:45]/[C:46](=[O:47])[CH2:31][C:30]2[CH:25]=[CH:26][CH:27]=[CH:28][CH:29]=2)[CH2:7][S:6]1. The catalyst class is: 2. (4) Reactant: [O:1]1[C:5]2[CH:6]=[CH:7][CH:8]=[CH:9][C:4]=2[N:3]=[C:2]1[C:10]1[CH:11]=[CH:12][C:13]([NH:17][CH:18]2[CH2:23][CH2:22][O:21][CH2:20][CH2:19]2)=[C:14]([CH:16]=1)[NH2:15].[CH:24](=O)[C:25]1[C:26]([O:31][CH3:32])=[CH:27][CH:28]=[CH:29][CH:30]=1.OOS([O-])=O.[K+].C(=O)([O-])[O-].[K+].[K+]. Product: [O:1]1[C:5]2[CH:6]=[CH:7][CH:8]=[CH:9][C:4]=2[N:3]=[C:2]1[C:10]1[CH:11]=[CH:12][C:13]2[N:17]([CH:18]3[CH2:23][CH2:22][O:21][CH2:20][CH2:19]3)[C:24]([C:25]3[CH:30]=[CH:29][CH:28]=[CH:27][C:26]=3[O:31][CH3:32])=[N:15][C:14]=2[CH:16]=1. The catalyst class is: 9. (5) Reactant: [F:1][C:2]1[CH:3]=[N:4][C:5]([NH:11][CH2:12][CH2:13][C:14]2[CH:19]=[CH:18][CH:17]=[CH:16][CH:15]=2)=[C:6]([CH:10]=1)[C:7]([OH:9])=O.[NH2:20][CH:21]1[CH2:26][CH2:25][CH:24]([NH:27][C:28]([C:30]2[N:31]=[C:32]3[CH:37]=[CH:36][C:35]([F:38])=[CH:34][N:33]3[CH:39]=2)=[O:29])[CH2:23][CH2:22]1. Product: [F:38][C:35]1[CH:36]=[CH:37][C:32]2[N:33]([CH:39]=[C:30]([C:28]([NH:27][C@H:24]3[CH2:25][CH2:26][C@@H:21]([NH:20][C:7]([C:6]4[C:5]([NH:11][CH2:12][CH2:13][C:14]5[CH:19]=[CH:18][CH:17]=[CH:16][CH:15]=5)=[N:4][CH:3]=[C:2]([F:1])[CH:10]=4)=[O:9])[CH2:22][CH2:23]3)=[O:29])[N:31]=2)[CH:34]=1. The catalyst class is: 10. (6) Reactant: C([BH3-])#N.[Na+].C(O)(=O)C.[CH3:9][S:10]([N:13]1[C:21]2[C:16](=[CH:17][C:18]([NH2:22])=[CH:19][CH:20]=2)[CH:15]=[N:14]1)(=[O:12])=[O:11].[CH2:23]([N:26]1[CH:31]2[CH2:32][CH2:33][CH:27]1[CH2:28][C:29](=O)[CH2:30]2)[CH2:24][CH3:25].[OH-].[Na+]. Product: [CH3:9][S:10]([N:13]1[C:21]2[C:16](=[CH:17][C:18]([NH:22][CH:29]3[CH2:28][CH:27]4[N:26]([CH2:23][CH2:24][CH3:25])[CH:31]([CH2:32][CH2:33]4)[CH2:30]3)=[CH:19][CH:20]=2)[CH:15]=[N:14]1)(=[O:11])=[O:12]. The catalyst class is: 5. (7) Reactant: [F:1][C:2]1[CH:3]=[C:4]([NH:24][C:25]([NH:27][C:28](=[O:37])[CH2:29][C:30]2[CH:35]=[CH:34][C:33]([F:36])=[CH:32][CH:31]=2)=[O:26])[CH:5]=[CH:6][C:7]=1[O:8][C:9]1[CH:14]=[CH:13][N:12]=[C:11]2[NH:15][CH:16]=[C:17]([C:18](=[O:23])C(Cl)(Cl)Cl)[C:10]=12.[NH2:38][CH2:39][C:40]1[CH:41]=[N:42][CH:43]=[CH:44][CH:45]=1. Product: [N:42]1[CH:43]=[CH:44][CH:45]=[C:40]([CH2:39][NH:38][C:18]([C:17]2[C:10]3[C:11](=[N:12][CH:13]=[CH:14][C:9]=3[O:8][C:7]3[CH:6]=[CH:5][C:4]([NH:24][C:25]([NH:27][C:28](=[O:37])[CH2:29][C:30]4[CH:35]=[CH:34][C:33]([F:36])=[CH:32][CH:31]=4)=[O:26])=[CH:3][C:2]=3[F:1])[NH:15][CH:16]=2)=[O:23])[CH:41]=1. The catalyst class is: 3. (8) Reactant: C(OC([N:8]1[CH2:13][CH2:12][CH:11]([CH2:14][CH2:15][C:16]([N:18]2[CH2:23][CH2:22][CH2:21][C@@H:20]([C:24]([NH:26][CH:27]([C:32]3[CH:33]=[N:34][CH:35]=[C:36]([C:38]4[CH:43]=[CH:42][CH:41]=[CH:40][C:39]=4[O:44][CH2:45][CH2:46][F:47])[CH:37]=3)[CH2:28][C:29]([OH:31])=[O:30])=[O:25])[CH2:19]2)=[O:17])[CH2:10][CH2:9]1)=O)(C)(C)C.Cl. Product: [F:47][CH2:46][CH2:45][O:44][C:39]1[CH:40]=[CH:41][CH:42]=[CH:43][C:38]=1[C:36]1[CH:37]=[C:32]([C@@H:27]([NH:26][C:24]([C@@H:20]2[CH2:21][CH2:22][CH2:23][N:18]([C:16](=[O:17])[CH2:15][CH2:14][CH:11]3[CH2:10][CH2:9][NH:8][CH2:13][CH2:12]3)[CH2:19]2)=[O:25])[CH2:28][C:29]([OH:31])=[O:30])[CH:33]=[N:34][CH:35]=1. The catalyst class is: 12.